Predict which catalyst facilitates the given reaction. From a dataset of Catalyst prediction with 721,799 reactions and 888 catalyst types from USPTO. Reactant: Cl.Cl.[NH2:3][CH:4]1[CH2:9][CH2:8][N:7]([CH2:10][C@H:11]2[N:21]3[C:22]4[N:13]([C:14](=[O:24])[CH:15]=[CH:16][C:17]=4[CH:18]=[CH:19][C:20]3=[O:23])[CH2:12]2)[CH2:6][CH2:5]1.[O:25]=[C:26]1[CH:35]=[CH:34][C:33]2[C:28](=[CH:29][C:30]([CH:36]=O)=[CH:31][CH:32]=2)[O:27]1.C([O-])(O)=O.[Na+].S([O-])([O-])(=O)=O.[Na+].[Na+].C(O[BH-](OC(=O)C)OC(=O)C)(=O)C.[Na+]. Product: [O:25]=[C:26]1[CH:35]=[CH:34][C:33]2[C:28](=[CH:29][C:30]([CH2:36][NH:3][CH:4]3[CH2:5][CH2:6][N:7]([CH2:10][C@H:11]4[N:21]5[C:22]6[N:13]([C:14](=[O:24])[CH:15]=[CH:16][C:17]=6[CH:18]=[CH:19][C:20]5=[O:23])[CH2:12]4)[CH2:8][CH2:9]3)=[CH:31][CH:32]=2)[O:27]1. The catalyst class is: 98.